Dataset: Catalyst prediction with 721,799 reactions and 888 catalyst types from USPTO. Task: Predict which catalyst facilitates the given reaction. Reactant: C1C=CC(P(C2C(C3C(P(C4C=CC=CC=4)C4C=CC=CC=4)=CC=C4C=3C=CC=C4)=C3C(C=CC=C3)=CC=2)C2C=CC=CC=2)=CC=1.Cl[C:48]1[N:53]=[CH:52][C:51]([CH:54]([CH3:60])[C:55]([O:57][CH2:58][CH3:59])=[O:56])=[CH:50][CH:49]=1.[F:61][C:62]1[CH:70]=[CH:69][C:65]([C:66]([NH2:68])=[O:67])=[CH:64][CH:63]=1.C(=O)([O-])[O-].[Cs+].[Cs+]. Product: [F:61][C:62]1[CH:70]=[CH:69][C:65]([C:66]([NH:68][C:48]2[N:53]=[CH:52][C:51]([CH:54]([CH3:60])[C:55]([O:57][CH2:58][CH3:59])=[O:56])=[CH:50][CH:49]=2)=[O:67])=[CH:64][CH:63]=1. The catalyst class is: 487.